Dataset: Reaction yield outcomes from USPTO patents with 853,638 reactions. Task: Predict the reaction yield, written as a fraction of the theoretical maximum amount of product (1.0 means a 100% yield; for example, 0.34 means a 34% yield). (1) The reactants are Cl[C:2]1[N:11]=[C:10]([CH3:12])[C:9]([F:13])=[CH:8][C:3]=1[C:4]([O:6][CH3:7])=[O:5].[CH3:14][O-:15].[Na+].O. The catalyst is C1COCC1. The product is [F:13][C:9]1[C:10]([CH3:12])=[N:11][C:2]([O:15][CH3:14])=[C:3]([CH:8]=1)[C:4]([O:6][CH3:7])=[O:5]. The yield is 0.320. (2) The product is [CH3:22][O:21][C:11]1[CH:10]=[C:9]([NH:8][C:4]2[N:3]=[C:2]([O:23][C:24]3[CH:29]=[CH:28][CH:27]=[CH:26][C:25]=3[C:30]([F:31])([F:32])[F:33])[N:7]=[CH:6][N:5]=2)[CH:14]=[CH:13][C:12]=1[N:15]1[CH:19]=[C:18]([CH3:20])[N:17]=[CH:16]1. The yield is 0.330. The reactants are Cl[C:2]1[N:7]=[CH:6][N:5]=[C:4]([NH:8][C:9]2[CH:14]=[CH:13][C:12]([N:15]3[CH:19]=[C:18]([CH3:20])[N:17]=[CH:16]3)=[C:11]([O:21][CH3:22])[CH:10]=2)[N:3]=1.[OH:23][C:24]1[CH:29]=[CH:28][CH:27]=[CH:26][C:25]=1[C:30]([F:33])([F:32])[F:31]. The catalyst is C(OCC)(=O)C. (3) The reactants are [N+:1]([C:4]1[CH:5]=[C:6]([CH2:10][NH:11][C:12](=[O:18])[O:13][C:14]([CH3:17])([CH3:16])[CH3:15])[CH:7]=[CH:8][CH:9]=1)([O-])=O. The catalyst is C(O)C.[C].[Pd]. The product is [NH2:1][C:4]1[CH:5]=[C:6]([CH2:10][NH:11][C:12](=[O:18])[O:13][C:14]([CH3:16])([CH3:15])[CH3:17])[CH:7]=[CH:8][CH:9]=1. The yield is 0.960. (4) The reactants are [F:1][C:2]1[CH:7]=[CH:6][C:5]([C:8](=[O:12])[CH2:9][C:10]#[N:11])=[CH:4][CH:3]=1.[Br:13][C:14]1[CH:20]=[CH:19][C:17]([NH2:18])=[CH:16][CH:15]=1. The catalyst is C(O)C.C(=O)C1C(=CC=CC=1)O.N1CCCCC1. The product is [Br:13][C:14]1[CH:20]=[CH:19][C:17]([NH:18][C:10](=[NH:11])[CH2:9][C:8]([C:5]2[CH:6]=[CH:7][C:2]([F:1])=[CH:3][CH:4]=2)=[O:12])=[CH:16][CH:15]=1. The yield is 0.220.